This data is from Catalyst prediction with 721,799 reactions and 888 catalyst types from USPTO. The task is: Predict which catalyst facilitates the given reaction. (1) Reactant: [F:1][C:2]1[CH:3]=[C:4]([CH:6]=[CH:7][C:8]=1[O:9][C:10]1[CH:15]=[CH:14][N:13]=[C:12]2[CH:16]=[C:17]([C:19]3[N:20]=[CH:21][N:22]([CH2:24][CH2:25][CH3:26])[CH:23]=3)[S:18][C:11]=12)[NH2:5].[F:27][C:28]1[CH:33]=[CH:32][CH:31]=[CH:30][C:29]=1[NH:34][C:35](=[O:40])[CH2:36][C:37](O)=[O:38].C(Cl)CCl.C1C=CC2N(O)N=NC=2C=1. Product: [F:1][C:2]1[CH:3]=[C:4]([NH:5][C:37](=[O:38])[CH2:36][C:35]([NH:34][C:29]2[CH:30]=[CH:31][CH:32]=[CH:33][C:28]=2[F:27])=[O:40])[CH:6]=[CH:7][C:8]=1[O:9][C:10]1[CH:15]=[CH:14][N:13]=[C:12]2[CH:16]=[C:17]([C:19]3[N:20]=[CH:21][N:22]([CH2:24][CH2:25][CH3:26])[CH:23]=3)[S:18][C:11]=12. The catalyst class is: 3. (2) Reactant: Br[CH:2]([C:9]1[CH:14]=[CH:13][CH:12]=[CH:11][CH:10]=1)[C:3]1[CH:8]=[CH:7][CH:6]=[CH:5][CH:4]=1.[C:15]1([N:21]([C:32]2[CH:37]=[CH:36][CH:35]=[CH:34][CH:33]=2)[CH2:22][C:23]([N:25]([CH3:31])[C@@H:26]2[CH2:30][CH2:29][NH:28][CH2:27]2)=[O:24])[CH:20]=[CH:19][CH:18]=[CH:17][CH:16]=1.C([O-])([O-])=O.[K+].[K+]. Product: [CH:2]([N:28]1[CH2:29][CH2:30][C@@H:26]([N:25]([CH3:31])[C:23](=[O:24])[CH2:22][N:21]([C:32]2[CH:33]=[CH:34][CH:35]=[CH:36][CH:37]=2)[C:15]2[CH:20]=[CH:19][CH:18]=[CH:17][CH:16]=2)[CH2:27]1)([C:9]1[CH:14]=[CH:13][CH:12]=[CH:11][CH:10]=1)[C:3]1[CH:8]=[CH:7][CH:6]=[CH:5][CH:4]=1. The catalyst class is: 131. (3) Reactant: [C:1]([O:5][C:6]([N:8]1[C@@H:12]([CH2:13][CH2:14][C:15]2[CH:20]=[CH:19][C:18]([N:21]=C(C3C=CC=CC=3)C3C=CC=CC=3)=[CH:17][CH:16]=2)[C@H:11]([CH3:35])[O:10][C:9]1([CH3:37])[CH3:36])=[O:7])([CH3:4])([CH3:3])[CH3:2].C([O-])=O.[NH4+]. Product: [C:1]([O:5][C:6]([N:8]1[C@@H:12]([CH2:13][CH2:14][C:15]2[CH:16]=[CH:17][C:18]([NH2:21])=[CH:19][CH:20]=2)[C@H:11]([CH3:35])[O:10][C:9]1([CH3:36])[CH3:37])=[O:7])([CH3:4])([CH3:2])[CH3:3]. The catalyst class is: 5.